This data is from Full USPTO retrosynthesis dataset with 1.9M reactions from patents (1976-2016). The task is: Predict the reactants needed to synthesize the given product. (1) Given the product [C:28]1([S:27]([C:21]2[CH:22]=[CH:23][C:24]([Cl:26])=[CH:25][C:20]=2[N:12]([N:8]2[C:7](=[O:34])[C:6]3[C:11](=[C:2]([Br:1])[CH:3]=[C:4]([CH3:35])[CH:5]=3)[N:10]=[CH:9]2)[C:13](=[O:19])[O:14][C:15]([CH3:18])([CH3:17])[CH3:16])=[O:49])[CH:29]=[CH:30][CH:31]=[CH:32][CH:33]=1, predict the reactants needed to synthesize it. The reactants are: [Br:1][C:2]1[CH:3]=[C:4]([CH3:35])[CH:5]=[C:6]2[C:11]=1[N:10]=[CH:9][N:8]([N:12]([C:20]1[CH:25]=[C:24]([Cl:26])[CH:23]=[CH:22][C:21]=1[S:27][C:28]1[CH:33]=[CH:32][CH:31]=[CH:30][CH:29]=1)[C:13](=[O:19])[O:14][C:15]([CH3:18])([CH3:17])[CH3:16])[C:7]2=[O:34].BrC1C=C(C)C=C2C=1N=CN(N(C1C=C(Cl)C=CC=1S(C)=O)C(=O)[O:49]C(C)(C)C)C2=O. (2) The reactants are: [CH3:1][C:2]1[N:3]=[C:4]([C:12]2[CH:19]=[CH:18][C:15]([C:16]#[N:17])=[C:14]([NH:20][CH:21]3[CH2:26][CH2:25][O:24][CH2:23][CH2:22]3)[CH:13]=2)[N:5]2[CH2:10][CH2:9][CH2:8][C:7](=[O:11])[C:6]=12.O.C(OCC)(=[O:30])C. Given the product [CH3:1][C:2]1[N:3]=[C:4]([C:12]2[CH:19]=[CH:18][C:15]([C:16]([NH2:17])=[O:30])=[C:14]([NH:20][CH:21]3[CH2:26][CH2:25][O:24][CH2:23][CH2:22]3)[CH:13]=2)[N:5]2[CH2:10][CH2:9][CH2:8][C:7](=[O:11])[C:6]=12, predict the reactants needed to synthesize it. (3) The reactants are: [F:1][C:2]1[N:7]=[C:6]([C:8]2[N:28]=[C:11]3[CH:12]=[C:13]([NH:16][C:17]([C:19]4[N:23]([CH3:24])[N:22]=[CH:21][C:20]=4[C:25]([OH:27])=O)=[O:18])[CH:14]=[CH:15][N:10]3[N:9]=2)[CH:5]=[CH:4][CH:3]=1.[NH:29]1[CH2:34][CH2:33][O:32][CH2:31][CH2:30]1. Given the product [F:1][C:2]1[N:7]=[C:6]([C:8]2[N:28]=[C:11]3[CH:12]=[C:13]([NH:16][C:17]([C:19]4[N:23]([CH3:24])[N:22]=[CH:21][C:20]=4[C:25]([N:29]4[CH2:34][CH2:33][O:32][CH2:31][CH2:30]4)=[O:27])=[O:18])[CH:14]=[CH:15][N:10]3[N:9]=2)[CH:5]=[CH:4][CH:3]=1, predict the reactants needed to synthesize it.